From a dataset of Full USPTO retrosynthesis dataset with 1.9M reactions from patents (1976-2016). Predict the reactants needed to synthesize the given product. (1) Given the product [CH3:1][S:2]([C:5]1[N:6]=[CH:7][C:8]([NH2:11])=[CH:9][CH:10]=1)(=[O:4])=[O:3], predict the reactants needed to synthesize it. The reactants are: [CH3:1][S:2]([C:5]1[CH:10]=[CH:9][C:8]([N+:11]([O-])=O)=[CH:7][N:6]=1)(=[O:4])=[O:3].[Cl-].[NH4+]. (2) The reactants are: [C:1]([CH:3]1[CH2:8][CH2:7][N:6]([C:9]([O:11][C:12]([CH3:15])([CH3:14])[CH3:13])=[O:10])[CH2:5][CH2:4]1)#[N:2].C[Si]([N-][Si](C)(C)C)(C)C.[K+].Cl[CH2:27][O:28][CH2:29][C:30]1[CH:35]=[CH:34][CH:33]=[CH:32][CH:31]=1.O. Given the product [CH2:29]([O:28][CH2:27][C:3]1([C:1]#[N:2])[CH2:8][CH2:7][N:6]([C:9]([O:11][C:12]([CH3:15])([CH3:14])[CH3:13])=[O:10])[CH2:5][CH2:4]1)[C:30]1[CH:35]=[CH:34][CH:33]=[CH:32][CH:31]=1, predict the reactants needed to synthesize it. (3) Given the product [OH:2][CH:3]1[CH2:4][CH2:5][CH:6]([C:9]2[NH:10][C:11]([C:15]3[CH:16]=[C:17]([CH:22]=[CH:23][C:24]=3[CH3:25])[C:18]([OH:20])=[O:19])=[C:12]([CH3:14])[N:13]=2)[CH2:7][CH2:8]1, predict the reactants needed to synthesize it. The reactants are: C[O:2][CH:3]1[CH2:8][CH2:7][CH:6]([C:9]2[NH:10][C:11]([C:15]3[CH:16]=[C:17]([CH:22]=[CH:23][C:24]=3[CH3:25])[C:18]([O:20]C)=[O:19])=[C:12]([CH3:14])[N:13]=2)[CH2:5][CH2:4]1.